Dataset: Catalyst prediction with 721,799 reactions and 888 catalyst types from USPTO. Task: Predict which catalyst facilitates the given reaction. (1) Reactant: [C:1]([OH:4])(=[O:3])[CH3:2].[C:5]([OH:8])(=[O:7])[CH3:6].C[O:10][C:11]1[C:16]([CH2:17][NH:18][C:19]2[CH:24]=[CH:23][C:22]([C:25]3[C:33]4[C:28](=[N:29][CH:30]=[N:31][C:32]=4[NH2:34])[N:27]([C@H:35]4[CH2:40][CH2:39][C@H:38]([N:41]5[CH2:46][CH2:45][N:44]([CH3:47])[CH2:43][CH2:42]5)[CH2:37][CH2:36]4)[N:26]=3)=[CH:21][CH:20]=2)=[CH:15][CH:14]=[CH:13][N:12]=1. Product: [C:1]([OH:4])(=[O:3])[CH3:2].[C:5]([OH:8])(=[O:7])[CH3:6].[NH2:34][C:32]1[N:31]=[CH:30][N:29]=[C:28]2[N:27]([C@H:35]3[CH2:40][CH2:39][C@H:38]([N:41]4[CH2:42][CH2:43][N:44]([CH3:47])[CH2:45][CH2:46]4)[CH2:37][CH2:36]3)[N:26]=[C:25]([C:22]3[CH:21]=[CH:20][C:19]([NH:18][CH2:17][C:16]4[C:11](=[O:10])[NH:12][CH:13]=[CH:14][CH:15]=4)=[CH:24][CH:23]=3)[C:33]=12. The catalyst class is: 570. (2) Reactant: Cl[C:2]1[C:11]2[C:6](=[CH:7][C:8]([F:13])=[CH:9][C:10]=2[F:12])[N:5]=[C:4]([C:14]2[CH:19]=[CH:18][CH:17]=[CH:16][C:15]=2[S:20]([CH3:23])(=[O:22])=[O:21])[C:3]=1[CH3:24].[O:25]1[CH2:30][CH:29]=[C:28]([C:31]2[CH:32]=[C:33]([NH2:37])[CH:34]=[N:35][CH:36]=2)[CH2:27][CH2:26]1. Product: [O:25]1[CH2:26][CH:27]=[C:28]([C:31]2[CH:32]=[C:33]([NH:37][C:2]3[C:11]4[C:6](=[CH:7][C:8]([F:13])=[CH:9][C:10]=4[F:12])[N:5]=[C:4]([C:14]4[CH:19]=[CH:18][CH:17]=[CH:16][C:15]=4[S:20]([CH3:23])(=[O:22])=[O:21])[C:3]=3[CH3:24])[CH:34]=[N:35][CH:36]=2)[CH2:29][CH2:30]1. The catalyst class is: 11. (3) Reactant: CCN=C=NCCCN(C)C.C1C=CC2N(O)N=NC=2C=1.[Cl:22][C:23]1[CH:24]=[C:25]([C:33]([OH:35])=O)[CH:26]=[N:27][C:28]=1[O:29][CH:30]([CH3:32])[CH3:31].O[NH:37]/[C:38](=[N:55]\[H])/[C:39]1[CH:40]=[CH:41][CH:42]=[C:43]2[C:47]=1[NH:46][CH:45]=[C:44]2[CH2:48][CH2:49][C:50]([O:52][CH2:53][CH3:54])=[O:51].CCCC[N+](CCCC)(CCCC)CCCC.[F-]. Product: [Cl:22][C:23]1[CH:24]=[C:25]([C:33]2[O:35][N:55]=[C:38]([C:39]3[CH:40]=[CH:41][CH:42]=[C:43]4[C:47]=3[NH:46][CH:45]=[C:44]4[CH2:48][CH2:49][C:50]([O:52][CH2:53][CH3:54])=[O:51])[N:37]=2)[CH:26]=[N:27][C:28]=1[O:29][CH:30]([CH3:31])[CH3:32]. The catalyst class is: 1. (4) Reactant: Br[C:2]1[CH:10]=[CH:9][C:8]([Br:11])=[CH:7][C:3]=1[C:4]([OH:6])=[O:5].C1(C)C=CC=CC=1.[CH3:19][O:20][C:21]1[CH:26]=[C:25]([F:27])[CH:24]=[CH:23][C:22]=1O.C(=O)([O-])[O-:30].[Cs+].[Cs+]. Product: [Br:11][C:8]1[CH:9]=[CH:10][C:2]([O:30][C:24]2[CH:23]=[CH:22][C:21]([O:20][CH3:19])=[CH:26][C:25]=2[F:27])=[C:3]([CH:7]=1)[C:4]([OH:6])=[O:5]. The catalyst class is: 238. (5) Reactant: C(=O)([O-])[O-].[K+].[K+].Cl[CH2:8][CH2:9][CH2:10][O:11][C:12]1[CH:17]=[CH:16][C:15]([C:18]2[N:28]=[CH:27][CH:26]=[CH:25][C:19]=2[C:20]([O:22][CH2:23][CH3:24])=[O:21])=[CH:14][C:13]=1[C:29]#[N:30].[C:31]1([OH:37])[CH:36]=[CH:35][CH:34]=[CH:33][CH:32]=1. Product: [C:29]([C:13]1[CH:14]=[C:15]([C:18]2[N:28]=[CH:27][CH:26]=[CH:25][C:19]=2[C:20]([O:22][CH2:23][CH3:24])=[O:21])[CH:16]=[CH:17][C:12]=1[O:11][CH2:10][CH2:9][CH2:8][O:37][C:31]1[CH:36]=[CH:35][CH:34]=[CH:33][CH:32]=1)#[N:30]. The catalyst class is: 3. (6) The catalyst class is: 59. Product: [C@H:31]1([NH:41][C:6]([C:3]2[CH2:2][O:1][CH2:5][CH:4]=2)=[O:8])[C:40]2[C:35](=[CH:36][CH:37]=[CH:38][CH:39]=2)[CH2:34][CH2:33][CH2:32]1. Reactant: [O:1]1[CH:5]=[CH:4][C:3]([C:6]([OH:8])=O)=[CH:2]1.C1C=CC2N(O)N=NC=2C=1.CCN=C=NCCCN(C)C.Cl.[C@H:31]1([NH2:41])[C:40]2[C:35](=[CH:36][CH:37]=[CH:38][CH:39]=2)[CH2:34][CH2:33][CH2:32]1. (7) Reactant: C(N(CC)CC)C.[NH2:8][C:9]1[N:17]=[C:16]([CH3:18])[CH:15]=[CH:14][C:10]=1[C:11]([OH:13])=O.[F:19][C:20]([F:37])([F:36])[C:21]1[CH:26]=[CH:25][CH:24]=[CH:23][C:22]=1[O:27][C:28]1[CH:29]=[C:30]([CH:33]=[CH:34][CH:35]=1)[CH2:31][NH2:32].CN([P+](ON1N=NC2C=CC=CC1=2)(N(C)C)N(C)C)C.F[P-](F)(F)(F)(F)F. Product: [F:19][C:20]([F:36])([F:37])[C:21]1[CH:26]=[CH:25][CH:24]=[CH:23][C:22]=1[O:27][C:28]1[CH:29]=[C:30]([CH2:31][NH:32][C:11](=[O:13])[C:10]2[CH:14]=[CH:15][C:16]([CH3:18])=[N:17][C:9]=2[NH2:8])[CH:33]=[CH:34][CH:35]=1. The catalyst class is: 136. (8) Reactant: [Cl:1][C:2]1[CH:3]=[C:4]([S:8]([NH:11][C:12]2[CH:21]=[CH:20][C:15]([C:16]([O:18]C)=[O:17])=[C:14]([OH:22])[CH:13]=2)(=[O:10])=[O:9])[S:5][C:6]=1[Cl:7]. Product: [Cl:1][C:2]1[CH:3]=[C:4]([S:8]([NH:11][C:12]2[CH:21]=[CH:20][C:15]([C:16]([OH:18])=[O:17])=[C:14]([OH:22])[CH:13]=2)(=[O:9])=[O:10])[S:5][C:6]=1[Cl:7]. The catalyst class is: 74. (9) Reactant: [F:1][C:2]1[CH:9]=[CH:8][C:5]([C:6]#[N:7])=[C:4]([O:10][CH3:11])[CH:3]=1.C1C(=O)N([Br:19])C(=O)C1. Product: [Br:19][C:9]1[C:2]([F:1])=[CH:3][C:4]([O:10][CH3:11])=[C:5]([CH:8]=1)[C:6]#[N:7]. The catalyst class is: 82. (10) Reactant: S(=O)(=O)(O)O.[CH3:6][C:7]1([CH3:27])[C:16]2[C:11](=[CH:12][CH:13]=[C:14]([C:17]#[C:18][C:19]3[CH:26]=[CH:25][C:22](C#N)=[CH:21][N:20]=3)[CH:15]=2)[S:10][CH2:9][CH2:8]1.[C:28](=[O:31])([O-])[O-:29].[Na+].[Na+]. Product: [CH3:6][C:7]1([CH3:27])[C:16]2[C:11](=[CH:12][CH:13]=[C:14]([C:17]#[C:18][C:19]3[CH:26]=[CH:25][C:22]([C:28]([OH:29])=[O:31])=[CH:21][N:20]=3)[CH:15]=2)[S:10][CH2:9][CH2:8]1. The catalyst class is: 6.